Dataset: Forward reaction prediction with 1.9M reactions from USPTO patents (1976-2016). Task: Predict the product of the given reaction. (1) Given the reactants [ClH:1].[F:2][C:3]1[CH:11]=[C:10]([O:12][CH2:13][CH2:14][CH2:15][N:16]2[CH2:21][CH2:20][CH2:19][CH2:18][CH2:17]2)[CH:9]=[CH:8][C:4]=1[C:5]([Cl:7])=[O:6].[C:22]1([N:28]2[CH2:33][CH2:32][NH:31][CH2:30][CH2:29]2)[CH:27]=[CH:26][CH:25]=[CH:24][CH:23]=1.CCN(CC1C=CC=CC=1)CC.C=CC1C=CC=CC=1.C=CC1C=CC(C=C)=CC=1, predict the reaction product. The product is: [ClH:7].[ClH:1].[F:2][C:3]1[CH:11]=[C:10]([O:12][CH2:13][CH2:14][CH2:15][N:16]2[CH2:21][CH2:20][CH2:19][CH2:18][CH2:17]2)[CH:9]=[CH:8][C:4]=1[C:5]([N:31]1[CH2:32][CH2:33][N:28]([C:22]2[CH:27]=[CH:26][CH:25]=[CH:24][CH:23]=2)[CH2:29][CH2:30]1)=[O:6]. (2) Given the reactants [C:1]1([CH3:11])[CH:6]=[CH:5][C:4]([S:7](Cl)(=[O:9])=[O:8])=[CH:3][CH:2]=1.C(N(CC)CC)C.Cl.[F:20][C:21]([F:29])([F:28])[CH:22]([CH2:26][CH3:27])[CH2:23][CH2:24][OH:25], predict the reaction product. The product is: [C:1]1([CH3:11])[CH:6]=[CH:5][C:4]([S:7]([O:25][CH2:24][CH2:23][CH:22]([C:21]([F:29])([F:28])[F:20])[CH2:26][CH3:27])(=[O:9])=[O:8])=[CH:3][CH:2]=1. (3) Given the reactants [Br:1][C:2]1[CH:3]=[N:4][CH:5]=[C:6](I)[CH:7]=1.[N:9]1([C:15]([O:17][C:18]([CH3:21])([CH3:20])[CH3:19])=[O:16])[CH2:14][CH2:13][NH:12][CH2:11][CH2:10]1.[O-]P([O-])([O-])=O.[K+].[K+].[K+].C(O)CO, predict the reaction product. The product is: [C:18]([O:17][C:15]([N:9]1[CH2:14][CH2:13][N:12]([C:6]2[CH:5]=[N:4][CH:3]=[C:2]([Br:1])[CH:7]=2)[CH2:11][CH2:10]1)=[O:16])([CH3:21])([CH3:19])[CH3:20]. (4) Given the reactants F[C:2]1[C:7]([I:8])=[CH:6][CH:5]=[CH:4][N:3]=1.[NH:9]1[CH2:14][CH2:13][O:12][CH2:11][CH2:10]1, predict the reaction product. The product is: [I:8][C:7]1[C:2]([N:9]2[CH2:14][CH2:13][O:12][CH2:11][CH2:10]2)=[N:3][CH:4]=[CH:5][CH:6]=1. (5) Given the reactants [CH3:1][NH:2][CH:3]1[CH2:8][CH2:7][O:6][CH2:5][CH2:4]1.[N+:9]([C:12]1[CH:13]=[C:14]([C:18]2[N:19]=[CH:20][N:21]([C:23](OC3C=CC=CC=3)=[O:24])[CH:22]=2)[CH:15]=[CH:16][CH:17]=1)([O-:11])=[O:10], predict the reaction product. The product is: [CH3:1][N:2]([CH:3]1[CH2:8][CH2:7][O:6][CH2:5][CH2:4]1)[C:23]([N:21]1[CH:22]=[C:18]([C:14]2[CH:15]=[CH:16][CH:17]=[C:12]([N+:9]([O-:11])=[O:10])[CH:13]=2)[N:19]=[CH:20]1)=[O:24].